This data is from Peptide-MHC class I binding affinity with 185,985 pairs from IEDB/IMGT. The task is: Regression. Given a peptide amino acid sequence and an MHC pseudo amino acid sequence, predict their binding affinity value. This is MHC class I binding data. (1) The binding affinity (normalized) is 0.880. The peptide sequence is AISAVYFKA. The MHC is HLA-A02:02 with pseudo-sequence HLA-A02:02. (2) The peptide sequence is VIVADDLTA. The MHC is H-2-Kd with pseudo-sequence H-2-Kd. The binding affinity (normalized) is 0.